This data is from Full USPTO retrosynthesis dataset with 1.9M reactions from patents (1976-2016). The task is: Predict the reactants needed to synthesize the given product. (1) Given the product [C:8]1([C:3]2[N:4]=[C:5]([NH2:7])[S:6][C:2]=2[C:22]#[C:21][Si:23]([CH3:26])([CH3:25])[CH3:24])[CH:13]=[CH:12][CH:11]=[CH:10][CH:9]=1, predict the reactants needed to synthesize it. The reactants are: I[C:2]1[S:6][C:5]([NH2:7])=[N:4][C:3]=1[C:8]1[CH:13]=[CH:12][CH:11]=[CH:10][CH:9]=1.C(N(CC)CC)C.[C:21]([Si:23]([CH3:26])([CH3:25])[CH3:24])#[CH:22].[NH4+].[Cl-]. (2) Given the product [CH3:23][C@:20]12[C@@:19]3([CH3:24])[C@@H:10]([C@:11]4([CH3:37])[C@@H:16]([CH2:17][CH2:18]3)[C:15]([CH3:26])([CH3:25])[C:14]([C:27]3[CH:28]=[CH:29][C:30]([C:31]([O:33][CH3:34])=[O:32])=[CH:35][CH:36]=3)=[CH:13][CH2:12]4)[CH2:9][CH2:8][C@@H:7]1[C@H:6]1[C@H:38]([C:41]([CH3:43])=[CH2:42])[CH2:39][CH2:40][C@:5]1([NH:4][CH2:3][CH2:2][NH:1][S:54]([CH3:53])(=[O:56])=[O:55])[CH2:22][CH2:21]2, predict the reactants needed to synthesize it. The reactants are: [NH2:1][CH2:2][CH2:3][NH:4][C@:5]12[CH2:40][CH2:39][C@@H:38]([C:41]([CH3:43])=[CH2:42])[C@@H:6]1[C@@H:7]1[C@@:20]([CH3:23])([CH2:21][CH2:22]2)[C@@:19]2([CH3:24])[C@@H:10]([C@:11]3([CH3:37])[C@@H:16]([CH2:17][CH2:18]2)[C:15]([CH3:26])([CH3:25])[C:14]([C:27]2[CH:36]=[CH:35][C:30]([C:31]([O:33][CH3:34])=[O:32])=[CH:29][CH:28]=2)=[CH:13][CH2:12]3)[CH2:9][CH2:8]1.CCN(C(C)C)C(C)C.[CH3:53][S:54](Cl)(=[O:56])=[O:55]. (3) Given the product [F:1][C:2]1[C:3]2[C:4]3[C:8](=[CH:9][CH:10]=1)[NH:7][C:6](=[O:11])[C:5]=3[C:14]([C:15]1[NH:16][CH:17]=[CH:18][CH:19]=1)=[CH:13][C:12]=2[O:25][CH2:24][CH2:23][CH2:22][OH:26], predict the reactants needed to synthesize it. The reactants are: [F:1][C:2]1[C:3](/[C:12](/I)=[CH:13]/[C:14](=O)[C:15]2[NH:16][CH:17]=[CH:18][CH:19]=2)=[C:4]2[C:8](=[CH:9][CH:10]=1)[NH:7][C:6](=[O:11])[CH2:5]2.[CH2:22]([OH:26])[CH2:23][CH2:24][OH:25].[H-].[Na+].